Dataset: Full USPTO retrosynthesis dataset with 1.9M reactions from patents (1976-2016). Task: Predict the reactants needed to synthesize the given product. (1) Given the product [F:19][C:20]1[CH:28]=[CH:27][CH:26]=[C:25]([N:29]2[N:33]=[CH:32][CH:31]=[N:30]2)[C:21]=1[C:22]([NH:16][C@H:12]1[CH2:13][CH2:14][CH2:15][C@@H:11]1[NH:10][C:7]1[CH:6]=[CH:5][C:4]([C:3]([F:2])([F:17])[F:18])=[CH:9][N:8]=1)=[O:23], predict the reactants needed to synthesize it. The reactants are: Cl.[F:2][C:3]([F:18])([F:17])[C:4]1[CH:5]=[CH:6][C:7]([NH:10][C@H:11]2[CH2:15][CH2:14][CH2:13][C@@H:12]2[NH2:16])=[N:8][CH:9]=1.[F:19][C:20]1[CH:28]=[CH:27][CH:26]=[C:25]([N:29]2[N:33]=[CH:32][CH:31]=[N:30]2)[C:21]=1[C:22](O)=[O:23].CCN(C(C)C)C(C)C.N1C2C(=NC=CC=2)N(O)N=1.C(Cl)CCl. (2) Given the product [CH3:24][NH:23][C:21]1[CH:20]=[CH:19][C:17]2[N:18]=[C:14]([C:11]3[CH:12]=[N:13][C:8]([N:5]4[CH2:6][CH2:7][N:2]([CH3:1])[CH2:3][CH2:4]4)=[CH:9][CH:10]=3)[S:15][C:16]=2[CH:22]=1, predict the reactants needed to synthesize it. The reactants are: [CH3:1][N:2]1[CH2:7][CH2:6][N:5]([C:8]2[N:13]=[CH:12][C:11]([C:14]3[S:15][C:16]4[CH:22]=[C:21]([NH:23][CH2:24]C(F)(F)F)[CH:20]=[CH:19][C:17]=4[N:18]=3)=[CH:10][CH:9]=2)[CH2:4][CH2:3]1.CN1CCN(C2N=CC(C3SC4C=C(NC(=O)OCC)C=CC=4N=3)=CC=2)CC1.[H-].[Al+3].[Li+].[H-].[H-].[H-].